This data is from Peptide-MHC class I binding affinity with 185,985 pairs from IEDB/IMGT. The task is: Regression. Given a peptide amino acid sequence and an MHC pseudo amino acid sequence, predict their binding affinity value. This is MHC class I binding data. The peptide sequence is KYGVSVQDI. The MHC is H-2-Kb with pseudo-sequence H-2-Kb. The binding affinity (normalized) is 0.375.